Dataset: Forward reaction prediction with 1.9M reactions from USPTO patents (1976-2016). Task: Predict the product of the given reaction. (1) Given the reactants C(OC([N:8]1[CH2:13][CH2:12][C:11]([C:21]2[CH:26]=[CH:25][C:24](Br)=[CH:23][CH:22]=2)([C:14]2[CH:19]=[CH:18][C:17]([Cl:20])=[CH:16][CH:15]=2)[CH2:10][CH2:9]1)=O)(C)(C)C.C([O:31][B:32](OC(C)C)[O:33]C(C)C)(C)C.C([Li])CCC, predict the reaction product. The product is: [Cl:20][C:17]1[CH:18]=[CH:19][C:14]([C:11]2([C:21]3[CH:26]=[CH:25][C:24]([B:32]([OH:33])[OH:31])=[CH:23][CH:22]=3)[CH2:12][CH2:13][NH:8][CH2:9][CH2:10]2)=[CH:15][CH:16]=1. (2) Given the reactants [CH3:1][O:2][C:3]1[CH:4]=[C:5]2[C:10](=[CH:11][C:12]=1[O:13][CH3:14])[N:9]=[CH:8][CH:7]=[C:6]2[O:15][C:16]1[CH:22]=[CH:21][C:19]([NH2:20])=[CH:18][C:17]=1[F:23].C(O)C.[CH3:27][C:28]1[CH:33]=[CH:32][C:31]([C:34]([N:36]=[C:37]=[S:38])=[O:35])=[CH:30][CH:29]=1, predict the reaction product. The product is: [CH3:1][O:2][C:3]1[CH:4]=[C:5]2[C:10](=[CH:11][C:12]=1[O:13][CH3:14])[N:9]=[CH:8][CH:7]=[C:6]2[O:15][C:16]1[CH:22]=[CH:21][C:19]([NH:20][C:37]([NH:36][C:34](=[O:35])[C:31]2[CH:32]=[CH:33][C:28]([CH3:27])=[CH:29][CH:30]=2)=[S:38])=[CH:18][C:17]=1[F:23]. (3) Given the reactants N(C(OC(C)(C)C)=O)=NC(OC(C)(C)C)=O.[Cl:17][C:18]1[C:19]([C:26]#[N:27])=[N:20][CH:21]=[C:22]([CH2:24][OH:25])[CH:23]=1.[C:28]1(O)[CH:33]=[CH:32][CH:31]=[CH:30][CH:29]=1.C1(P(C2C=CC=CC=2)C2C=CC=CC=2)C=CC=CC=1, predict the reaction product. The product is: [Cl:17][C:18]1[C:19]([C:26]#[N:27])=[N:20][CH:21]=[C:22]([CH2:24][O:25][C:28]2[CH:33]=[CH:32][CH:31]=[CH:30][CH:29]=2)[CH:23]=1. (4) Given the reactants C[O:2][C:3]([C:5]1[N:6]=[C:7]([NH:10][C:11]([O:13][C:14]([CH3:17])([CH3:16])[CH3:15])=[O:12])[S:8][CH:9]=1)=[O:4].O.O.[OH-].[Li+], predict the reaction product. The product is: [C:14]([O:13][C:11]([NH:10][C:7]1[S:8][CH:9]=[C:5]([C:3]([OH:4])=[O:2])[N:6]=1)=[O:12])([CH3:17])([CH3:15])[CH3:16]. (5) Given the reactants C(OC([N:11]1[C@H:15]([C:16]([N:18]2[CH2:23][CH2:22][N:21]([C:24]3[CH:29]=[C:28]([CH3:30])[CH:27]=[CH:26][C:25]=3[CH3:31])[CH2:20][CH2:19]2)=[O:17])[CH2:14][N:13]([S:32]([C:35]2[CH:40]=[CH:39][CH:38]=[CH:37][CH:36]=2)(=[O:34])=[O:33])[C:12]1=[O:41])=O)C1C=CC=CC=1, predict the reaction product. The product is: [C:35]1([S:32]([N:13]2[CH2:14][C@@H:15]([C:16]([N:18]3[CH2:19][CH2:20][N:21]([C:24]4[CH:29]=[C:28]([CH3:30])[CH:27]=[CH:26][C:25]=4[CH3:31])[CH2:22][CH2:23]3)=[O:17])[NH:11][C:12]2=[O:41])(=[O:34])=[O:33])[CH:40]=[CH:39][CH:38]=[CH:37][CH:36]=1. (6) Given the reactants [CH3:1][C:2]1([CH3:26])[O:6][C@@H:5]2[C@H:7]([C:20]3[CH:25]=[CH:24][CH:23]=[CH:22][CH:21]=3)[O:8][C@@H:9](N3C4N=CN=C(C)C=4C=C3)[C@@H:4]2[O:3]1.CC1C2C=CNC=2N=CN=1.[Cl:37][C:38]1[C:39]2[C:46]([F:47])=[CH:45][NH:44][C:40]=2[N:41]=[CH:42][N:43]=1, predict the reaction product. The product is: [Cl:37][C:38]1[C:39]2[C:46]([F:47])=[CH:45][N:44]([C@H:9]3[C@H:4]4[C@H:5]([O:6][C:2]([CH3:1])([CH3:26])[O:3]4)[C@H:7]([C:20]4[CH:25]=[CH:24][CH:23]=[CH:22][CH:21]=4)[O:8]3)[C:40]=2[N:41]=[CH:42][N:43]=1. (7) Given the reactants [CH2:1]([O:8][C:9]1[CH:10]=[C:11]2[C:16](=[CH:17][C:18]=1[O:19][CH3:20])[CH:15]([CH2:21]S(C1N(C3C=CC=CC=3)N=NN=1)(=O)=O)[N:14](C(OC(C)(C)C)=O)[CH2:13][CH2:12]2)[C:2]1[CH:7]=[CH:6][CH:5]=[CH:4][CH:3]=1.[CH3:43][C:44]1[C:53]([CH:54]=O)=[C:52]2[C:47]([CH2:48][CH2:49][CH2:50][O:51]2)=[CH:46][CH:45]=1.C[Si]([N-][Si](C)(C)C)(C)C.[Li+], predict the reaction product. The product is: [CH2:1]([O:8][C:9]1[CH:10]=[C:11]2[C:16](=[CH:17][C:18]=1[O:19][CH3:20])[CH:15](/[CH:21]=[CH:54]/[C:53]1[C:44]([CH3:43])=[CH:45][CH:46]=[C:47]3[C:52]=1[O:51][CH2:50][CH2:49][CH2:48]3)[NH:14][CH2:13][CH2:12]2)[C:2]1[CH:3]=[CH:4][CH:5]=[CH:6][CH:7]=1.